From a dataset of Catalyst prediction with 721,799 reactions and 888 catalyst types from USPTO. Predict which catalyst facilitates the given reaction. (1) The catalyst class is: 47. Product: [Cl:1][C:2]1[CH:3]=[C:4]([CH:23]=[CH:24][C:25]=1[Cl:26])[CH2:5][N:6]([CH3:22])[C:7]([C:9]1[CH2:10][N:11]([CH2:16][CH2:17][N:43]2[CH2:44][CH2:45][N:40]([C:37]3[CH:38]=[CH:39][N:34]=[CH:35][CH:36]=3)[CH2:41][CH2:42]2)[C:12](=[O:15])[C:13]=1[OH:14])=[O:8]. Reactant: [Cl:1][C:2]1[CH:3]=[C:4]([CH:23]=[CH:24][C:25]=1[Cl:26])[CH2:5][N:6]([CH3:22])[C:7]([C:9]1[CH2:10][N:11]([CH2:16][CH:17](OC)OC)[C:12](=[O:15])[C:13]=1[OH:14])=[O:8].FC(F)(F)C(O)=O.[N:34]1[CH:39]=[CH:38][C:37]([N:40]2[CH2:45][CH2:44][NH:43][CH2:42][CH2:41]2)=[CH:36][CH:35]=1.C([BH3-])#N.[Na+]. (2) Reactant: [CH2:1]([O:3][C:4](=[O:23])/[CH:5]=[C:6](/[O:8][C:9]1[CH:14]=[CH:13][CH:12]=[CH:11][C:10]=1[O:15][CH2:16][C:17]1[CH:22]=[CH:21][CH:20]=[CH:19][CH:18]=1)\[CH3:7])[CH3:2].[Br:24]N1C(=O)CCC1=O.C(OOC(=O)C1C=CC=CC=1)(=O)C1C=CC=CC=1. Product: [CH2:1]([O:3][C:4](=[O:23])/[CH:5]=[C:6](/[O:8][C:9]1[CH:14]=[CH:13][CH:12]=[CH:11][C:10]=1[O:15][CH2:16][C:17]1[CH:18]=[CH:19][CH:20]=[CH:21][CH:22]=1)\[CH2:7][Br:24])[CH3:2]. The catalyst class is: 53. (3) Reactant: [C:1]([C:9]1[N:10]([CH2:20][C:21]([OH:23])=O)[C:11]([C:14]2[CH:19]=[CH:18][CH:17]=[CH:16][CH:15]=2)=[CH:12][CH:13]=1)(=[O:8])[C:2]1[CH:7]=[CH:6][CH:5]=[CH:4][CH:3]=1.C(N1C=CN=C1)(N1C=CN=C1)=O.Cl.[NH2:37][C:38]([NH2:40])=[NH:39].C(N(CC)CC)C. Product: [NH2:39][C:38](=[NH:37])[NH:40][C:21](=[O:23])[CH2:20][N:10]1[C:11]([C:14]2[CH:19]=[CH:18][CH:17]=[CH:16][CH:15]=2)=[CH:12][CH:13]=[C:9]1[C:1](=[O:8])[C:2]1[CH:7]=[CH:6][CH:5]=[CH:4][CH:3]=1. The catalyst class is: 3. (4) Product: [Br:16][C:10]1[CH:9]=[C:8]2[C:13]([C:14]([OH:15])=[C:5]([C:3]([NH:19][CH2:20][C:21]([OH:23])=[O:22])=[O:4])[C:6](=[O:17])[O:7]2)=[CH:12][CH:11]=1. The catalyst class is: 141. Reactant: CO[C:3]([C:5]1[C:6](=[O:17])[O:7][C:8]2[C:13]([C:14]=1[OH:15])=[CH:12][CH:11]=[C:10]([Br:16])[CH:9]=2)=[O:4].[Na+].[NH2:19][CH2:20][C:21]([O-:23])=[O:22]. (5) The catalyst class is: 136. Product: [CH:25]1([NH:26][C:9]([C:7]2[NH:6][N:5]=[C:4]([CH:1]([CH3:2])[CH3:3])[CH:8]=2)=[O:11])[CH2:23][CH2:24]1. Reactant: [CH:1]([C:4]1[CH:8]=[C:7]([C:9]([OH:11])=O)[NH:6][N:5]=1)([CH3:3])[CH3:2].CN(C(ON1N=NC2[CH:23]=[CH:24][CH:25]=[N:26]C1=2)=[N+](C)C)C.F[P-](F)(F)(F)(F)F.C1(N)CC1.CCN(C(C)C)C(C)C. (6) Product: [CH3:1][C:2]1[C:6]([CH2:7][N:8]2[CH:12]=[C:11]([N:13]3[C:34](=[O:36])[C@H:29]4[N:30]([CH2:31][C:32]5[CH:33]=[C:24]([OH:23])[CH:25]=[CH:26][C:27]=5[CH2:28]4)[C:14]3=[O:15])[CH:10]=[N:9]2)=[C:5]([CH3:21])[O:4][N:3]=1. Reactant: [CH3:1][C:2]1[C:6]([CH2:7][N:8]2[CH:12]=[C:11]([NH:13][C:14](N3C=CN=C3)=[O:15])[CH:10]=[N:9]2)=[C:5]([CH3:21])[O:4][N:3]=1.Cl.[OH:23][C:24]1[CH:33]=[C:32]2[C:27]([CH2:28][C@@H:29]([C:34]([O:36]C)=O)[NH:30][CH2:31]2)=[CH:26][CH:25]=1.C(N(C(C)C)C(C)C)C.Cl. The catalyst class is: 18. (7) Reactant: FC(F)(F)C(O)=O.[C:8]1([C:34]2[CH:39]=[CH:38][CH:37]=[CH:36][CH:35]=2)[CH:13]=[CH:12][C:11]([NH:14][C:15]2[CH:27]=[C:26]([C:28]3[CH:33]=[CH:32][CH:31]=[CH:30][CH:29]=3)[CH:25]=[CH:24][C:16]=2[C:17]([O:19]C(C)(C)C)=[O:18])=[CH:10][CH:9]=1. Product: [C:8]1([C:34]2[CH:35]=[CH:36][CH:37]=[CH:38][CH:39]=2)[CH:13]=[CH:12][C:11]([NH:14][C:15]2[CH:27]=[C:26]([C:28]3[CH:33]=[CH:32][CH:31]=[CH:30][CH:29]=3)[CH:25]=[CH:24][C:16]=2[C:17]([OH:19])=[O:18])=[CH:10][CH:9]=1. The catalyst class is: 4.